This data is from Reaction yield outcomes from USPTO patents with 853,638 reactions. The task is: Predict the reaction yield, written as a fraction of the theoretical maximum amount of product (1.0 means a 100% yield; for example, 0.34 means a 34% yield). (1) The reactants are [F:1][C:2]1[C:11]([O:12][CH2:13][C@@H:14]2[CH2:16][O:15]2)=[C:10]2[C:5]([CH:6]=[CH:7][C:8]([O:17]C)=[N:9]2)=[N:4][CH:3]=1.FC(F)(F)S([O-])(=O)=O.[Yb+3].FC(F)(F)S([O-])(=O)=O.FC(F)(F)S([O-])(=O)=O. The catalyst is C(=O)([O-])O.[Na+]. The product is [F:1][C:2]1[CH:3]=[N:4][C:5]2[CH:6]=[CH:7][C:8](=[O:17])[N:9]3[C@H:14]([CH2:16][OH:15])[CH2:13][O:12][C:11]=1[C:10]=23. The yield is 0.690. (2) The reactants are [Br:1][CH2:2][CH2:3][N:4]1[C:8]([CH2:9]O)=[CH:7][C:6]([N+:11]([O-:13])=[O:12])=[N:5]1.O=S(Cl)[Cl:16]. The catalyst is C(Cl)(Cl)Cl. The product is [Br:1][CH2:2][CH2:3][N:4]1[C:8]([CH2:9][Cl:16])=[CH:7][C:6]([N+:11]([O-:13])=[O:12])=[N:5]1. The yield is 0.600.